Dataset: Peptide-MHC class II binding affinity with 134,281 pairs from IEDB. Task: Regression. Given a peptide amino acid sequence and an MHC pseudo amino acid sequence, predict their binding affinity value. This is MHC class II binding data. The peptide sequence is LGALLLWMGINARDRSIA. The MHC is DRB3_0101 with pseudo-sequence DRB3_0101. The binding affinity (normalized) is 0.188.